Dataset: Reaction yield outcomes from USPTO patents with 853,638 reactions. Task: Predict the reaction yield, written as a fraction of the theoretical maximum amount of product (1.0 means a 100% yield; for example, 0.34 means a 34% yield). (1) The yield is 0.913. The reactants are O=P(Cl)(Cl)Cl.[Br:6][C:7]1[CH:8]=[C:9]([C:19]([O:21][CH3:22])=[O:20])[C:10]2[CH:11]=[CH:12][N:13]([CH:16]([CH3:18])[CH3:17])[C:14]=2[CH:15]=1.[OH-].[Na+].CN([CH:28]=[O:29])C. The catalyst is O. The product is [Br:6][C:7]1[CH:8]=[C:9]([C:19]([O:21][CH3:22])=[O:20])[C:10]2[C:11]([CH:28]=[O:29])=[CH:12][N:13]([CH:16]([CH3:18])[CH3:17])[C:14]=2[CH:15]=1. (2) The reactants are [C:1](Cl)(=[O:3])[CH3:2].FC(F)(F)C(O)=O.[Br:12][C:13]1[CH:14]=[C:15]([N:19]2[C:27]3[CH2:26][CH2:25][NH:24][CH2:23][C:22]=3[C:21]([C:28]([O:30][CH2:31][CH3:32])=[O:29])=[N:20]2)[CH:16]=[CH:17][CH:18]=1.C(N(CC)CC)C. The catalyst is O1CCCC1. The product is [C:1]([N:24]1[CH2:25][CH2:26][C:27]2[N:19]([C:15]3[CH:16]=[CH:17][CH:18]=[C:13]([Br:12])[CH:14]=3)[N:20]=[C:21]([C:28]([O:30][CH2:31][CH3:32])=[O:29])[C:22]=2[CH2:23]1)(=[O:3])[CH3:2]. The yield is 0.550. (3) The reactants are [Cl:1][C:2]1[CH:7]=[CH:6][C:5]([S:8]([N:11]([C:15]2[C:16]([C:22]([C:24]3[CH:29]=[CH:28][N:27]=[C:26]([N:30]=CN(C)C)[CH:25]=3)=[O:23])=[N:17][CH:18]=[C:19]([CH3:21])[CH:20]=2)COC)(=[O:10])=[O:9])=[CH:4][C:3]=1[C:35]([F:38])([F:37])[F:36].C([O-])(O)=O.[Na+]. The catalyst is OS(O)(=O)=O.C(O)(C(F)(F)F)=O.O. The product is [NH2:30][C:26]1[CH:25]=[C:24]([C:22]([C:16]2[C:15]([NH:11][S:8]([C:5]3[CH:6]=[CH:7][C:2]([Cl:1])=[C:3]([C:35]([F:37])([F:38])[F:36])[CH:4]=3)(=[O:10])=[O:9])=[CH:20][C:19]([CH3:21])=[CH:18][N:17]=2)=[O:23])[CH:29]=[CH:28][N:27]=1. The yield is 0.630.